From a dataset of Catalyst prediction with 721,799 reactions and 888 catalyst types from USPTO. Predict which catalyst facilitates the given reaction. (1) Product: [NH2:5][CH2:9][C@@H:10]1[CH2:11][N:12]([CH2:18][CH2:19][C:20]2[C:29]3[C:24](=[CH:25][CH:26]=[C:27]([O:30][CH3:31])[N:28]=3)[N:23]=[CH:22][C:21]=2[F:32])[CH2:13][C@@H:14]1[C:15]([NH2:17])=[O:16]. Reactant: CC([N:5]([CH2:9][C@H:10]1[C@H:14]([C:15]([NH2:17])=[O:16])[CH2:13][N:12]([CH2:18][CH2:19][C:20]2[C:29]3[C:24](=[CH:25][CH:26]=[C:27]([O:30][CH3:31])[N:28]=3)[N:23]=[CH:22][C:21]=2[F:32])[CH2:11]1)C(=O)[O-])(C)C.Cl.O1CCOCC1. The catalyst class is: 2. (2) Reactant: [CH3:1][C:2]1[O:3][CH:4]=[CH:5][C:6]=1[CH2:7][OH:8].C1(P(C2C=CC=CC=2)C2C=CC=CC=2)C=CC=CC=1.[C:28]1([C:35]2[CH:40]=[CH:39][CH:38]=[CH:37][CH:36]=2)[CH:33]=[CH:32][C:31](O)=[CH:30][CH:29]=1.CC(OC(/N=N/C(OC(C)C)=O)=O)C. Product: [C:28]1([C:35]2[CH:36]=[CH:37][CH:38]=[CH:39][CH:40]=2)[CH:33]=[CH:32][C:31]([O:8][CH2:7][C:6]2[CH:5]=[CH:4][O:3][C:2]=2[CH3:1])=[CH:30][CH:29]=1. The catalyst class is: 27. (3) Reactant: [NH2:1][C:2]1[C:3]([N:9]2[CH2:14][CH2:13][N:12]([C:15](=[O:24])[CH2:16][N:17]3[C:21]([CH3:22])=[CH:20][C:19]([CH3:23])=[N:18]3)[CH2:11][CH2:10]2)=[N:4][CH:5]=[C:6]([Cl:8])[CH:7]=1.[Cl:25][C:26]1[CH:27]=[C:28]([CH:32]=[CH:33][CH:34]=1)[C:29](Cl)=[O:30].C(N(CC)C(C)C)(C)C. Product: [Cl:25][C:26]1[CH:27]=[C:28]([CH:32]=[CH:33][CH:34]=1)[C:29]([NH:1][C:2]1[C:3]([N:9]2[CH2:10][CH2:11][N:12]([C:15](=[O:24])[CH2:16][N:17]3[C:21]([CH3:22])=[CH:20][C:19]([CH3:23])=[N:18]3)[CH2:13][CH2:14]2)=[N:4][CH:5]=[C:6]([Cl:8])[CH:7]=1)=[O:30]. The catalyst class is: 2. (4) Reactant: Br[C:2]1[S:6][C:5]([C@H:7]2[N:11]([CH3:12])[C:10](=[O:13])[C@@H:9]([CH2:14][N:15]3[CH2:20][CH2:19][CH2:18][CH2:17][CH2:16]3)[CH2:8]2)=[CH:4][CH:3]=1.[Cl:21][C:22]1[CH:27]=[CH:26][CH:25]=[CH:24][C:23]=1B(O)O.C([O-])([O-])=O.[Na+].[Na+].C(O)C. Product: [Cl:21][C:22]1[CH:27]=[CH:26][CH:25]=[CH:24][C:23]=1[C:2]1[S:6][C:5]([C@H:7]2[N:11]([CH3:12])[C:10](=[O:13])[C@@H:9]([CH2:14][N:15]3[CH2:20][CH2:19][CH2:18][CH2:17][CH2:16]3)[CH2:8]2)=[CH:4][CH:3]=1. The catalyst class is: 11. (5) Reactant: Cl[CH2:2][C:3]([NH:5][C:6]1[C:14]2[C:9](=[CH:10][C:11]([Cl:15])=[CH:12][CH:13]=2)[NH:8][N:7]=1)=[O:4].[NH:16]1[CH:20]=[N:19][CH:18]=[N:17]1.C(=O)([O-])[O-].[K+].[K+]. Product: [Cl:15][C:11]1[CH:10]=[C:9]2[C:14]([C:6]([NH:5][C:3](=[O:4])[CH2:2][N:16]3[CH:20]=[N:19][CH:18]=[N:17]3)=[N:7][NH:8]2)=[CH:13][CH:12]=1. The catalyst class is: 10. (6) Reactant: [OH-].[NH4+].[CH3:3][O:4][C:5]1[CH:6]=[CH:7][C:8]2[N:12]=[C:11]([S@:13]([CH2:15][C:16]3[C:21]([CH3:22])=[C:20]([O:23][CH3:24])[C:19]([CH3:25])=[CH:18][N:17]=3)=[O:14])[NH:10][C:9]=2[CH:26]=1. Product: [CH3:3][O:4][C:5]1[CH:6]=[CH:7][C:8]2[N:12]=[C:11]([S:13]([CH2:15][C:16]3[C:21]([CH3:22])=[C:20]([O:23][CH3:24])[C:19]([CH3:25])=[CH:18][N:17]=3)=[O:14])[NH:10][C:9]=2[CH:26]=1. The catalyst class is: 3.